Dataset: Reaction yield outcomes from USPTO patents with 853,638 reactions. Task: Predict the reaction yield, written as a fraction of the theoretical maximum amount of product (1.0 means a 100% yield; for example, 0.34 means a 34% yield). (1) The reactants are [C:1]([C:5]1[CH:9]=[C:8]([NH2:10])[N:7]([C:11]2[CH:16]=[CH:15][N:14]=[C:13]([CH3:17])[CH:12]=2)[N:6]=1)([CH3:4])([CH3:3])[CH3:2].C(=O)([O-])[O-].[K+].[K+].Cl[C:25]([O:27][C:28]1[CH:33]=[CH:32][CH:31]=[CH:30][CH:29]=1)=[O:26]. The catalyst is C(Cl)Cl. The product is [C:1]([C:5]1[CH:9]=[C:8]([NH:10][C:25](=[O:26])[O:27][C:28]2[CH:33]=[CH:32][CH:31]=[CH:30][CH:29]=2)[N:7]([C:11]2[CH:16]=[CH:15][N:14]=[C:13]([CH3:17])[CH:12]=2)[N:6]=1)([CH3:4])([CH3:3])[CH3:2]. The yield is 0.170. (2) The yield is 0.960. The catalyst is ClCCl.O. The product is [Br:1][C:2]1[CH:7]=[CH:6][C:5]([S:8]([NH2:16])(=[O:10])=[O:9])=[C:4]([CH2:12][CH:13]([CH3:15])[CH3:14])[CH:3]=1. The reactants are [Br:1][C:2]1[CH:7]=[CH:6][C:5]([S:8](Cl)(=[O:10])=[O:9])=[C:4]([CH2:12][CH:13]([CH3:15])[CH3:14])[CH:3]=1.[NH4+:16].[OH-].